From a dataset of Reaction yield outcomes from USPTO patents with 853,638 reactions. Predict the reaction yield, written as a fraction of the theoretical maximum amount of product (1.0 means a 100% yield; for example, 0.34 means a 34% yield). The reactants are [F:1][C:2]([F:14])([F:13])[C:3]1[NH:12][C:6]2=[N+:7]([O-])[CH:8]=[CH:9][CH:10]=[C:5]2[CH:4]=1.CS([Cl:19])(=O)=O.S(Cl)(Cl)(=O)=O.[OH-].[Na+]. The catalyst is CN(C)C=O.O. The product is [Cl:19][C:10]1[CH:9]=[CH:8][N:7]=[C:6]2[NH:12][C:3]([C:2]([F:14])([F:13])[F:1])=[CH:4][C:5]=12. The yield is 0.800.